Dataset: Reaction yield outcomes from USPTO patents with 853,638 reactions. Task: Predict the reaction yield, written as a fraction of the theoretical maximum amount of product (1.0 means a 100% yield; for example, 0.34 means a 34% yield). (1) The reactants are [Cl:1][C:2]1[C:3]([CH:13]=O)=[N:4][CH:5]=[C:6]([N:8]([CH3:12])[CH:9]([CH3:11])[CH3:10])[N:7]=1.[CH2:15]([NH:22][CH2:23][C@@H:24]([OH:28])[CH2:25][O:26][CH3:27])[C:16]1[CH:21]=[CH:20][CH:19]=[CH:18][CH:17]=1.C(O[BH-](OC(=O)C)OC(=O)C)(=O)C.[Na+].C(=O)([O-])O.[Na+]. The catalyst is C(#N)C.C(O)(=O)C. The product is [CH2:15]([N:22]([CH2:13][C:3]1[C:2]([Cl:1])=[N:7][C:6]([N:8]([CH3:12])[CH:9]([CH3:10])[CH3:11])=[CH:5][N:4]=1)[CH2:23][C@@H:24]([OH:28])[CH2:25][O:26][CH3:27])[C:16]1[CH:21]=[CH:20][CH:19]=[CH:18][CH:17]=1. The yield is 0.700. (2) The reactants are [CH2:1]([N:3]1[C:7]2=[N:8][C:9]([CH2:28][CH3:29])=[C:10]([CH2:19][NH:20][C:21](=[O:27])[CH2:22][CH2:23][C:24]([OH:26])=O)[C:11]([NH:12][CH:13]3[CH2:18][CH2:17][O:16][CH2:15][CH2:14]3)=[C:6]2[CH:5]=[N:4]1)[CH3:2].[Br:30][C:31]1[CH:32]=[C:33]([CH2:38][NH2:39])[CH:34]=[CH:35][C:36]=1[Cl:37].CN(C(ON1N=NC2C=CC=NC1=2)=[N+](C)C)C.F[P-](F)(F)(F)(F)F.C(N(CC)CC)C. The catalyst is ClCCl. The product is [Br:30][C:31]1[CH:32]=[C:33]([CH2:38][NH:39][C:24](=[O:26])[CH2:23][CH2:22][C:21]([NH:20][CH2:19][C:10]2[C:11]([NH:12][CH:13]3[CH2:14][CH2:15][O:16][CH2:17][CH2:18]3)=[C:6]3[CH:5]=[N:4][N:3]([CH2:1][CH3:2])[C:7]3=[N:8][C:9]=2[CH2:28][CH3:29])=[O:27])[CH:34]=[CH:35][C:36]=1[Cl:37]. The yield is 0.666. (3) No catalyst specified. The product is [CH2:1]([N:8]1[CH:16]=[C:15]2[C:10]([CH:11]=[C:12]([C:17]3[CH:18]=[C:19]([C:27]4[CH:32]=[CH:31][C:30]([CH2:33][N:40]5[CH2:41][CH2:42][N:37]([CH2:35][CH3:36])[CH2:38][CH2:39]5)=[CH:29][CH:28]=4)[N:20]4[C:25]=3[C:24]([NH2:26])=[N:23][CH:22]=[N:21]4)[CH:13]=[CH:14]2)=[N:9]1)[C:2]1[CH:7]=[CH:6][CH:5]=[CH:4][CH:3]=1. The yield is 0.0120. The reactants are [CH2:1]([N:8]1[CH:16]=[C:15]2[C:10]([CH:11]=[C:12]([C:17]3[CH:18]=[C:19]([C:27]4[CH:32]=[CH:31][C:30]([CH2:33]Br)=[CH:29][CH:28]=4)[N:20]4[C:25]=3[C:24]([NH2:26])=[N:23][CH:22]=[N:21]4)[CH:13]=[CH:14]2)=[N:9]1)[C:2]1[CH:7]=[CH:6][CH:5]=[CH:4][CH:3]=1.[CH2:35]([N:37]1[CH2:42][CH2:41][NH:40][CH2:39][CH2:38]1)[CH3:36]. (4) The reactants are [F:1][C:2]1[CH:7]=[CH:6][C:5]([N:8]2[CH:13]=[C:12](I)[C:11]3=[N:15][C:16]([CH2:18][O:19][C:20]4[CH:25]=[CH:24][CH:23]=[CH:22][CH:21]=4)=[CH:17][N:10]3[C:9]2=[O:26])=[CH:4][CH:3]=1.[CH3:27]B(O)O.C([O-])([O-])=O.[K+].[K+]. The catalyst is O1CCOCC1.CN(C=O)C.C1C=CC([P]([Pd]([P](C2C=CC=CC=2)(C2C=CC=CC=2)C2C=CC=CC=2)([P](C2C=CC=CC=2)(C2C=CC=CC=2)C2C=CC=CC=2)[P](C2C=CC=CC=2)(C2C=CC=CC=2)C2C=CC=CC=2)(C2C=CC=CC=2)C2C=CC=CC=2)=CC=1. The product is [F:1][C:2]1[CH:7]=[CH:6][C:5]([N:8]2[CH:13]=[C:12]([CH3:27])[C:11]3=[N:15][C:16]([CH2:18][O:19][C:20]4[CH:25]=[CH:24][CH:23]=[CH:22][CH:21]=4)=[CH:17][N:10]3[C:9]2=[O:26])=[CH:4][CH:3]=1. The yield is 0.720.